This data is from Forward reaction prediction with 1.9M reactions from USPTO patents (1976-2016). The task is: Predict the product of the given reaction. (1) The product is: [F:19][C:3]1[C:2]([C:30]#[C:29][C:27]([C:24]2[N:25]=[CH:26][C:21]([F:20])=[CH:22][N:23]=2)([OH:31])[CH3:28])=[CH:18][C:6]2[C:7]3[N:8]([CH:12]=[C:13]([C:15]([NH2:17])=[O:16])[N:14]=3)[CH2:9][CH2:10][O:11][C:5]=2[CH:4]=1. Given the reactants Br[C:2]1[C:3]([F:19])=[CH:4][C:5]2[O:11][CH2:10][CH2:9][N:8]3[CH:12]=[C:13]([C:15]([NH2:17])=[O:16])[N:14]=[C:7]3[C:6]=2[CH:18]=1.[F:20][C:21]1[CH:22]=[N:23][C:24]([C:27]([OH:31])([C:29]#[CH:30])[CH3:28])=[N:25][CH:26]=1, predict the reaction product. (2) The product is: [Cl:26][C:20]1[C:21]([OH:25])=[CH:22][CH:23]=[CH:24][C:19]=1[CH2:18][S:8][C:6]1[N:5]=[C:4]([OH:9])[CH:3]=[C:2]([CH3:1])[N:7]=1. Given the reactants [CH3:1][C:2]1[N:7]=[C:6]([SH:8])[N:5]=[C:4]([OH:9])[CH:3]=1.C(N(CC)CC)C.Br[CH2:18][C:19]1[C:20]([Cl:26])=[C:21]([OH:25])[CH:22]=[CH:23][CH:24]=1, predict the reaction product. (3) The product is: [N+:19]([C:22]1[CH:23]=[CH:24][C:25]([C:26]([O:1][C@H:2]2[CH2:3][CH2:4][C@@H:5]([N:8]3[C:9](=[O:18])[C:10]4[C:15](=[CH:14][CH:13]=[CH:12][CH:11]=4)[C:16]3=[O:17])[CH2:6][CH2:7]2)=[O:27])=[CH:29][CH:30]=1)([O-:21])=[O:20]. Given the reactants [OH:1][C@H:2]1[CH2:7][CH2:6][C@H:5]([N:8]2[C:16](=[O:17])[C:15]3[C:10](=[CH:11][CH:12]=[CH:13][CH:14]=3)[C:9]2=[O:18])[CH2:4][CH2:3]1.[N+:19]([C:22]1[CH:30]=[CH:29][C:25]([C:26](O)=[O:27])=[CH:24][CH:23]=1)([O-:21])=[O:20].C1(P(C2C=CC=CC=2)C2C=CC=CC=2)C=CC=CC=1.N(C(OCC)=O)=NC(OCC)=O.C1(C)C=CC=CC=1, predict the reaction product. (4) Given the reactants C[O:2][C:3](=[O:18])[CH2:4][CH2:5][CH2:6][CH2:7][C:8]1[CH:17]=[CH:16][C:15]2[CH2:14][CH2:13][CH2:12][NH:11][C:10]=2[N:9]=1.[ClH:19], predict the reaction product. The product is: [ClH:19].[N:9]1[C:10]2[NH:11][CH2:12][CH2:13][CH2:14][C:15]=2[CH:16]=[CH:17][C:8]=1[CH2:7][CH2:6][CH2:5][CH2:4][C:3]([OH:18])=[O:2]. (5) Given the reactants [H-].[Na+].C(OP([CH2:11][C:12]([O:14][CH2:15][CH3:16])=[O:13])(OCC)=O)C.[Cl:17][C:18]1[CH:23]=[C:22]([Cl:24])[CH:21]=[CH:20][C:19]=1[N:25]1[C:30]2=[N:31][C:32]3[C:33](=[C:34]([CH:38]=O)[CH:35]=[CH:36][CH:37]=3)[N:29]2[CH2:28][CH2:27][CH2:26]1, predict the reaction product. The product is: [Cl:17][C:18]1[CH:23]=[C:22]([Cl:24])[CH:21]=[CH:20][C:19]=1[N:25]1[C:30]2=[N:31][C:32]3[CH:37]=[CH:36][CH:35]=[C:34](/[CH:38]=[CH:11]/[C:12]([O:14][CH2:15][CH3:16])=[O:13])[C:33]=3[N:29]2[CH2:28][CH2:27][CH2:26]1. (6) Given the reactants [H-].[Na+].[CH2:3]([O:5][C:6]([C:8]1[CH:9]=[N:10][N:11]([C:14]2[CH:19]=[CH:18][C:17]([CH2:20][OH:21])=[CH:16][CH:15]=2)[C:12]=1[CH3:13])=[O:7])[CH3:4].[CH3:22]I.O, predict the reaction product. The product is: [CH2:3]([O:5][C:6]([C:8]1[CH:9]=[N:10][N:11]([C:14]2[CH:15]=[CH:16][C:17]([CH2:20][O:21][CH3:22])=[CH:18][CH:19]=2)[C:12]=1[CH3:13])=[O:7])[CH3:4]. (7) Given the reactants [O:1]1[CH2:7][CH:6]([C:8]2[C:16]3[S:15][C:14]([NH2:17])=[N:13][C:12]=3[C:11]([O:18][CH3:19])=[CH:10][CH:9]=2)[CH2:5][O:4][CH2:3][CH2:2]1.[F:20][C:21]1[CH:29]=[CH:28][C:24]([C:25](O)=[O:26])=[CH:23][C:22]=1[CH3:30].O1CC(C2C3SC(NC(C4SC(C)=CC=4)=O)=NC=3C(OC)=CC=2)COCC1, predict the reaction product. The product is: [O:4]1[CH2:5][CH:6]([C:8]2[C:16]3[S:15][C:14]([NH:17][C:25](=[O:26])[C:24]4[CH:28]=[CH:29][C:21]([F:20])=[C:22]([CH3:30])[CH:23]=4)=[N:13][C:12]=3[C:11]([O:18][CH3:19])=[CH:10][CH:9]=2)[CH2:7][O:1][CH2:2][CH2:3]1. (8) Given the reactants [NH:1]1[CH2:6][CH2:5][CH:4]([CH2:7][CH2:8]O)[CH2:3][CH2:2]1.[C:10]([O:14][C:15]([O:17]C(OC(C)(C)C)=O)=O)([CH3:13])([CH3:12])[CH3:11].C1(P(C2C=CC=CC=2)C2C=CC=CC=2)C=CC=CC=1.N1C=CN=C1.[I:49]I, predict the reaction product. The product is: [I:49][CH2:8][CH2:7][CH:4]1[CH2:3][CH2:2][N:1]([C:15]([O:14][C:10]([CH3:13])([CH3:12])[CH3:11])=[O:17])[CH2:6][CH2:5]1.